From a dataset of Full USPTO retrosynthesis dataset with 1.9M reactions from patents (1976-2016). Predict the reactants needed to synthesize the given product. (1) Given the product [Br:3][C:4]1[CH:5]=[C:6]([CH2:12][CH2:13][OH:14])[CH:7]=[CH:8][C:9]=1[C:10]#[N:11], predict the reactants needed to synthesize it. The reactants are: [Li+].[BH4-].[Br:3][C:4]1[CH:5]=[C:6]([CH2:12][C:13](OC)=[O:14])[CH:7]=[CH:8][C:9]=1[C:10]#[N:11].O. (2) Given the product [NH2:1][CH:4]([C:6]1[N:7]=[C:8]2[S:22][CH:21]=[C:20]([CH3:23])[N:9]2[C:10](=[O:19])[C:11]=1[C:12]1[CH:13]=[N:14][CH:15]=[C:16]([F:18])[CH:17]=1)[CH3:5], predict the reactants needed to synthesize it. The reactants are: [N:1]([CH:4]([C:6]1[N:7]=[C:8]2[S:22][CH:21]=[C:20]([CH3:23])[N:9]2[C:10](=[O:19])[C:11]=1[C:12]1[CH:13]=[N:14][CH:15]=[C:16]([F:18])[CH:17]=1)[CH3:5])=[N+]=[N-].CP(C)C. (3) Given the product [NH:1]1[C:2]2[CH2:7][CH2:6][CH2:5][CH2:4][C:3]=2[C:8](=[O:9])[O:10][C:11]1=[O:21], predict the reactants needed to synthesize it. The reactants are: [NH2:1][C:2]1[CH2:7][CH2:6][CH2:5][CH2:4][C:3]=1[C:8]([O:10][CH2:11]C)=[O:9].C(C(CC)CNC1N=CC=CC=1C(OCC)=[O:21])C. (4) Given the product [Cl:1][C:2]1[CH:32]=[CH:31][CH:30]=[C:29]([CH:33]2[CH2:35][CH2:34]2)[C:3]=1[C:4]([N:6]1[C:14]2[C:9](=[C:10]([F:15])[CH:11]=[CH:12][CH:13]=2)[C:8]([N:16]2[CH2:21][CH2:20][C:19]([CH3:27])([C:22]([OH:24])=[O:23])[CH:18]([OH:28])[CH2:17]2)=[N:7]1)=[O:5], predict the reactants needed to synthesize it. The reactants are: [Cl:1][C:2]1[CH:32]=[CH:31][CH:30]=[C:29]([CH:33]2[CH2:35][CH2:34]2)[C:3]=1[C:4]([N:6]1[C:14]2[C:9](=[C:10]([F:15])[CH:11]=[CH:12][CH:13]=2)[C:8]([N:16]2[CH2:21][CH2:20][C:19]([CH3:27])([C:22]([O:24]CC)=[O:23])[CH:18]([OH:28])[CH2:17]2)=[N:7]1)=[O:5].[Li+].[OH-].Cl.